This data is from Full USPTO retrosynthesis dataset with 1.9M reactions from patents (1976-2016). The task is: Predict the reactants needed to synthesize the given product. (1) Given the product [F:1][C:2]([F:7])([F:6])[C:3]([OH:5])=[O:4].[NH2:36][CH2:35][C:34]([N:31]1[CH2:30][CH2:29][C:28]2[CH:45]=[CH:46][C:25]([C:22]3[N:21]=[C:20]([C:12]4[CH:13]=[CH:14][C:15]([O:16][CH:17]([CH3:19])[CH3:18])=[C:10]([CH:11]=4)[C:8]#[N:9])[O:24][N:23]=3)=[CH:26][C:27]=2[CH2:33][CH2:32]1)=[O:44], predict the reactants needed to synthesize it. The reactants are: [F:1][C:2]([F:7])([F:6])[C:3]([OH:5])=[O:4].[C:8]([C:10]1[CH:11]=[C:12]([C:20]2[O:24][N:23]=[C:22]([C:25]3[CH:46]=[CH:45][C:28]4[CH2:29][CH2:30][N:31]([C:34](=[O:44])[CH2:35][NH:36]C(=O)OC(C)(C)C)[CH2:32][CH2:33][C:27]=4[CH:26]=3)[N:21]=2)[CH:13]=[CH:14][C:15]=1[O:16][CH:17]([CH3:19])[CH3:18])#[N:9]. (2) Given the product [Cl:1][C:2]1[N:7]=[CH:6][C:5]2[CH:8]([CH3:11])[CH2:9][N:13]3[C:14]4[CH:15]=[CH:16][CH:17]=[C:18]([F:21])[C:19]=4[CH:20]=[C:12]3[C:4]=2[CH:3]=1, predict the reactants needed to synthesize it. The reactants are: [Cl:1][C:2]1[N:7]=[CH:6][C:5]([CH:8]([CH3:11])[CH2:9]O)=[C:4]([C:12]2[NH:13][C:14]3[C:19]([CH:20]=2)=[C:18]([F:21])[CH:17]=[CH:16][CH:15]=3)[CH:3]=1.CCOC(/N=N/C(OCC)=O)=O.C1C=CC(P(C2C=CC=CC=2)C2C=CC=CC=2)=CC=1. (3) Given the product [NH2:10][C:9]1[CH:11]=[CH:12][C:6]([Cl:5])=[CH:7][C:8]=1[C:17]([C:16]1[CH:19]=[CH:20][N:21]=[C:14]([CH3:13])[CH:15]=1)=[O:27], predict the reactants needed to synthesize it. The reactants are: B(Cl)(Cl)Cl.[Cl:5][C:6]1[CH:12]=[CH:11][C:9]([NH2:10])=[CH:8][CH:7]=1.[CH3:13][C:14]1[CH:15]=[C:16]([CH:19]=[CH:20][N:21]=1)[C:17]#N.[Cl-].[Al+3].[Cl-].[Cl-].Cl.[OH-:27].[Na+]. (4) Given the product [OH:2][C:3]1[CH:8]=[CH:7][C:6]([C:9]([CH3:28])([CH3:29])[C:10]([C:12]2[S:13][C:14]([C:18]3[CH:23]=[CH:22][C:21]([C:24]([F:27])([F:25])[F:26])=[CH:20][CH:19]=3)=[CH:15][C:16]=2[CH3:17])=[O:11])=[CH:5][C:4]=1[CH3:30], predict the reactants needed to synthesize it. The reactants are: C[O:2][C:3]1[CH:8]=[CH:7][C:6]([C:9]([CH3:29])([CH3:28])[C:10]([C:12]2[S:13][C:14]([C:18]3[CH:23]=[CH:22][C:21]([C:24]([F:27])([F:26])[F:25])=[CH:20][CH:19]=3)=[CH:15][C:16]=2[CH3:17])=[O:11])=[CH:5][C:4]=1[CH3:30].Cl.N1C=CC=CC=1.O. (5) Given the product [C:7]([C:4]1[S:3][C:2]([O:23][C:20]2[CH:19]=[CH:18][C:17]([NH:16][C:9](=[O:10])[O:11][C:12]([CH3:14])([CH3:13])[CH3:15])=[CH:22][CH:21]=2)=[N:6][CH:5]=1)#[N:8], predict the reactants needed to synthesize it. The reactants are: Cl[C:2]1[S:3][C:4]([C:7]#[N:8])=[CH:5][N:6]=1.[C:9]([NH:16][C:17]1[CH:22]=[CH:21][C:20]([OH:23])=[CH:19][CH:18]=1)([O:11][C:12]([CH3:15])([CH3:14])[CH3:13])=[O:10].C([O-])([O-])=O.[K+].[K+].O.